The task is: Predict the product of the given reaction.. This data is from Forward reaction prediction with 1.9M reactions from USPTO patents (1976-2016). Given the reactants Br[C:2]1[CH:3]=[CH:4][C:5]2[C:6]3[C:11](C4[C:17]=2[C:16]=1C=CC=4)=[C:10](C1C=CC=CC=1)[C:9]([C:9]1[CH:8]=[CH:7][C:6]([C:5]2[CH:17]=[CH:16][CH:2]=[CH:3][CH:4]=2)=[CH:11][CH:10]=1)=[CH:8][C:7]=3C1C=CC=CC=1.[CH:42]1[C:56]2=[C:57]3[C:49]([C:50]4[C:55]2=[CH:54][CH:53]=[CH:52][CH:51]=4)=[CH:48][CH:47]=[CH:46][C:45]3=[CH:44][CH:43]=1.[C:58]1(B(O)O)[CH:63]=[CH:62][CH:61]=[CH:60][CH:59]=1.C([O-])([O-])=O.[Na+].[Na+], predict the reaction product. The product is: [C:5]1([C:6]2[CH:7]=[CH:8][CH:9]=[CH:10][CH:11]=2)[CH:17]=[CH:16][C:2]([C:53]2[C:54]([C:6]3[CH:11]=[CH:10][CH:9]=[CH:8][CH:7]=3)=[C:55]3[C:50](=[C:51]([C:58]4[CH:63]=[CH:62][CH:61]=[CH:60][CH:59]=4)[CH:52]=2)[C:49]2=[C:57]4[C:56]3=[CH:42][CH:43]=[CH:44][C:45]4=[C:46]([C:2]3[CH:3]=[CH:4][CH:5]=[CH:17][CH:16]=3)[CH:47]=[CH:48]2)=[CH:3][CH:4]=1.